From a dataset of Forward reaction prediction with 1.9M reactions from USPTO patents (1976-2016). Predict the product of the given reaction. (1) Given the reactants [NH2:1][C:2]1[C:3]([C:25]([O:27]C)=O)=[N:4][C:5]([C:9]2[CH:14]=[CH:13][CH:12]=[C:11]([C:15]#[C:16][C@:17]3([OH:24])[CH2:21][CH2:20][N:19]([CH3:22])[C:18]3=[O:23])[CH:10]=2)=[C:6]([F:8])[CH:7]=1.[NH3:29], predict the reaction product. The product is: [NH2:1][C:2]1[C:3]([C:25]([NH2:29])=[O:27])=[N:4][C:5]([C:9]2[CH:14]=[CH:13][CH:12]=[C:11]([C:15]#[C:16][C@:17]3([OH:24])[CH2:21][CH2:20][N:19]([CH3:22])[C:18]3=[O:23])[CH:10]=2)=[C:6]([F:8])[CH:7]=1. (2) Given the reactants [C:1]([Si:5]([C:18]1[CH:23]=[CH:22][CH:21]=[CH:20][CH:19]=1)([C:12]1[CH:17]=[CH:16][CH:15]=[CH:14][CH:13]=1)[O:6][CH2:7][CH2:8][CH2:9][CH:10]=[O:11])([CH3:4])([CH3:3])[CH3:2].[Br:24]C1(Br)C(=O)NC(=O)NC1=O.Br, predict the reaction product. The product is: [Br:24][CH:9]([CH2:8][CH2:7][O:6][Si:5]([C:1]([CH3:4])([CH3:2])[CH3:3])([C:12]1[CH:17]=[CH:16][CH:15]=[CH:14][CH:13]=1)[C:18]1[CH:23]=[CH:22][CH:21]=[CH:20][CH:19]=1)[CH:10]=[O:11]. (3) The product is: [F:1][C:2]1[C:7]([I:21])=[CH:6][N:5]=[C:4]([N:8]2[CH2:13][CH2:12][N:11]([C:14]([O:16][C:17]([CH3:20])([CH3:19])[CH3:18])=[O:15])[CH2:10][CH2:9]2)[CH:3]=1. Given the reactants [F:1][C:2]1[CH:7]=[CH:6][N:5]=[C:4]([N:8]2[CH2:13][CH2:12][N:11]([C:14]([O:16][C:17]([CH3:20])([CH3:19])[CH3:18])=[O:15])[CH2:10][CH2:9]2)[CH:3]=1.[I:21]NC(=O)CCC(N)=O, predict the reaction product. (4) Given the reactants [C:1]1([CH2:7][CH2:8][CH2:9][C:10]([OH:12])=O)[CH:6]=[CH:5][CH:4]=[CH:3][CH:2]=1.O.ON1C2C=CC=CC=2N=N1.Cl.C(N=C=NCCCN(C)C)C.[CH2:36]([NH2:43])[C:37]1[CH:42]=[CH:41][CH:40]=[CH:39][CH:38]=1, predict the reaction product. The product is: [CH2:36]([NH:43][C:10](=[O:12])[CH2:9][CH2:8][CH2:7][C:1]1[CH:2]=[CH:3][CH:4]=[CH:5][CH:6]=1)[C:37]1[CH:42]=[CH:41][CH:40]=[CH:39][CH:38]=1. (5) Given the reactants C(C1C=C2C(=CC=1)C(=O)OC2)#[N:2].[NH2:13][C:14]1[CH:15]=[C:16]2[C:21](=[CH:22][CH:23]=1)[C:19](=[O:20])[O:18][CH2:17]2.C([Cu])#N, predict the reaction product. The product is: [NH2:13][C:14]1[CH:15]=[C:16]2[C:21](=[CH:22][CH:23]=1)[C:19](=[O:20])[O:18][CH2:17]2.[NH2:13][C:14]1[CH:15]=[C:16]2[C:17](=[O:18])[NH:2][C:19](=[O:20])[C:21]2=[CH:22][CH:23]=1. (6) The product is: [Br:17][CH:11]([CH:5]([OH:4])[C:6]([O:8][CH2:9][CH3:10])=[O:7])[C:12]([O:14][CH2:15][CH3:16])=[O:13]. Given the reactants C([O:4][CH:5]([CH:11]([Br:17])[C:12]([O:14][CH2:15][CH3:16])=[O:13])[C:6]([O:8][CH2:9][CH3:10])=[O:7])(=O)C, predict the reaction product.